From a dataset of hERG Central: cardiac toxicity at 1µM, 10µM, and general inhibition. Predict hERG channel inhibition at various concentrations. (1) The molecule is O=C(NCc1ccco1)c1ccc2c(=O)n(Cc3ccco3)c(SCC(=O)N3CCCC3)nc2c1. Results: hERG_inhib (hERG inhibition (general)): blocker. (2) The drug is CC1CCCC(NCC(O)COC(c2ccc(F)cc2)c2ccc(F)cc2)C1C. Results: hERG_inhib (hERG inhibition (general)): blocker. (3) The drug is CSc1ccc2c(c1)C(N1CCN(C)CC1)Cc1ccc(F)cc1S2.O=C(O)/C=C\C(=O)O. Results: hERG_inhib (hERG inhibition (general)): blocker. (4) The drug is Cc1ccc(C(=O)N2CCN(c3ccc(F)cc3)CC2)cc1S(=O)(=O)N1CCCCC1. Results: hERG_inhib (hERG inhibition (general)): blocker.